This data is from Full USPTO retrosynthesis dataset with 1.9M reactions from patents (1976-2016). The task is: Predict the reactants needed to synthesize the given product. (1) Given the product [C:35]([O:26][CH2:25][CH2:24][N:21]1[CH2:22][CH2:23][N:18]([C:12]2[CH:13]=[C:14]([CH2:15][CH2:16][CH3:17])[C:9]([C:3]([OH:8])([C:4]([F:7])([F:6])[F:5])[C:2]([F:27])([F:1])[F:28])=[CH:10][N:11]=2)[CH2:19][CH2:20]1)(=[O:37])[CH3:36], predict the reactants needed to synthesize it. The reactants are: [F:1][C:2]([F:28])([F:27])[C:3]([C:9]1[CH:10]=[N:11][C:12]([N:18]2[CH2:23][CH2:22][N:21]([CH2:24][CH2:25][OH:26])[CH2:20][CH2:19]2)=[CH:13][C:14]=1[CH2:15][CH2:16][CH3:17])([OH:8])[C:4]([F:7])([F:6])[F:5].N1C=CC=CC=1.[C:35](O)(=[O:37])[CH3:36].CO. (2) Given the product [Br:20][CH:21]([Br:18])[C:22]([C:24]1[CH:29]=[CH:28][C:27]([C:30]([F:31])([F:32])[F:33])=[CH:26][CH:25]=1)=[O:23], predict the reactants needed to synthesize it. The reactants are: FC(F)(F)C1C=CC(C(=O)C)=CC=1.C(O)(=O)C.[Br:18]Br.[Br:20][CH2:21][C:22]([C:24]1[CH:29]=[CH:28][C:27]([C:30]([F:33])([F:32])[F:31])=[CH:26][CH:25]=1)=[O:23]. (3) Given the product [F:35][C:32]1[CH:33]=[CH:34][C:29]([C:26]2[CH:27]=[CH:28][C:23]([CH2:22][CH:9]3[C:10]4[C:15](=[CH:14][C:13]([O:18][CH3:19])=[C:12]([O:20][CH3:21])[CH:11]=4)[CH2:16][CH2:17][NH:8]3)=[CH:24][CH:25]=2)=[C:30]([O:36][CH3:37])[CH:31]=1, predict the reactants needed to synthesize it. The reactants are: C(OC([N:8]1[CH2:17][CH2:16][C:15]2[C:10](=[CH:11][C:12]([O:20][CH3:21])=[C:13]([O:18][CH3:19])[CH:14]=2)[CH:9]1[CH2:22][C:23]1[CH:28]=[CH:27][C:26]([C:29]2[CH:34]=[CH:33][C:32]([F:35])=[CH:31][C:30]=2[O:36][CH3:37])=[CH:25][CH:24]=1)=O)(C)(C)C.FC(F)(F)C(O)=O. (4) Given the product [CH3:12][N:9]1[C:8](=[O:13])[C:7]2[C:11](=[C:3]([CH2:1][N:36]3[CH2:40][CH2:39][CH2:38][CH2:37]3)[CH:4]=[CH:5][C:6]=2[NH:14][C:15](=[O:21])[O:16][C:17]([CH3:20])([CH3:19])[CH3:18])[CH2:10]1, predict the reactants needed to synthesize it. The reactants are: [CH:1]([C:3]1[CH:4]=[CH:5][C:6]([NH:14][C:15](=[O:21])[O:16][C:17]([CH3:20])([CH3:19])[CH3:18])=[C:7]2[C:11]=1[CH2:10][N:9]([CH3:12])[C:8]2=[O:13])=O.C(O[BH-](OC(=O)C)OC(=O)C)(=O)C.[Na+].[NH:36]1[CH2:40][CH2:39][CH2:38][CH2:37]1.